From a dataset of Experimentally validated miRNA-target interactions with 360,000+ pairs, plus equal number of negative samples. Binary Classification. Given a miRNA mature sequence and a target amino acid sequence, predict their likelihood of interaction. (1) The miRNA is hsa-miR-6727-3p with sequence UCCUGCCACCUCCUCCGCAG. The protein sequence of the target gene is MNRQGNRKTTKEGSNDLKFQNFSLPKNRSWPRINSATGQYQRMNKPLLDWERNFAAVLDGAKGHSDDDYDDPELRMEETWQSIKILPARPIKESEYADTHYFKVAMDTPLPLDTRTSISIGQPTWNTQTRLERVDKPISKDVRSQNIKGDASVRKNKIPLPPPRPLITLPKKYQPLPPEPESSRPPLSQRHTFPEVQRMPSQISLRDLSEVLEAEKVPHNQRKPESTHLLENQNTQEIPLAISSSSFTTSNHSVQNRDHRGGMQPCSPQRCQPPASCSPHENILPYKYTSWRPPFPKRSD.... Result: 1 (interaction). (2) The miRNA is mmu-miR-582-5p with sequence AUACAGUUGUUCAACCAGUUAC. The protein sequence of the target gene is MFAVHLMAFYFSKLKEDQIKKVDRFLYHMRLSDDTLLDIMRRFRAEMEKGLAKDTNPTAAVKMLPTFVRAIPDGSENGEFLSLDLGGSKFRVLKVQVAEEGKRHVQMESQFYPTPNEIIRGNGTELFEYVADCLADFMKTKDLKHKKLPLGLTFSFPCRQTKLEEGVLLSWTKKFKARGVQDTDVVSRLTKAMRRHKDMDVDILALVNDTVGTMMTCAYDDPYCEVGVIIGTGTNACYMEDMSNIDLVEGDEGRMCINTEWGAFGDDGALEDIRTEFDRELDLGSLNPGKQLFEKMISGL.... Result: 0 (no interaction). (3) The miRNA is hsa-miR-6854-5p with sequence AAGCUCAGGUUUGAGAACUGCUGA. The protein sequence of the target gene is MAWSASVRGLGQRVLACSRELPGAWRTLHTSAVCAKNRAARVRVAKGNKPVSYEEAHAPHYIAHRKGWLSLHTGNLDGEDHAAERTLEDVFLRKFMMGTFPGCLADQIVLKRRANQVDICALVLRQLPAHKFYFLVGYSETLLSHFYKCPVRLHLQTVPSKVVYKYI. Result: 0 (no interaction). (4) The miRNA is hsa-miR-548c-5p with sequence AAAAGUAAUUGCGGUUUUUGCC. The protein sequence of the target gene is MDHTSPTYMLANLTHLHSEQLLQGLNLLRQHHELCDIILRVGDVKIHAHKVVLASVSPYFKAMFTGNLSEKENSEVEFQCIDETALQAIVEYAYTGTVFISQDTVESLLPAANLLQIKLVLKECCAFLESQLDPGNCIGISRFAETYGCRDLYLAATKYICQNFEAVCQTEEFFELTHADLDEIVSNDCLNVATEETVFYALESWIKYDVQERQKYLAQLLNSVRLPLLSVKFLTRLYEANHLIRDDRTCKHLLNEALKYHFMPEHRLSHQTVLMTRPRCAPKVLCAVGGKSGLFACLDS.... Result: 1 (interaction). (5) The miRNA is hsa-miR-8088 with sequence CCUCGGUACUGGAAAGGGGUA. The protein sequence of the target gene is MSRLLGGTLERVCKAVLLLCLLHFLVAVILYFDVYAQHLAFFSRFSTRSPAHALYPAASSSTNCSRPNATAASSGLPEVPSARPGPTAPVIPPCPDVPPGLVGRVVIEFTSPMPLERVQRENPGVLLGGRYSPPDCTPAQTVAVIIPFRHREHHLRYWLHYLHPMLRRQRLRYGVYVINQHGEETFNRAKLLNVGFLEALKEDAAYDCFIFSDVDLVPMDDRNLYRCGDQPRHFAIAMDKFGFRLPYASYFGGVSGLSKAQFLRINGFPNEYWGWGGEDDDIFNRISLTGMKISRPDVRI.... Result: 0 (no interaction). (6) Result: 0 (no interaction). The miRNA is hsa-miR-320d with sequence AAAAGCUGGGUUGAGAGGA. The protein sequence of the target gene is MAQKPLSTAAAERMNLVGQDEIWKYRLKAESEARQNWPQNWGFLTTPFEELIKCEEDLPTPKPKIELPERFRIRPVTPVEKYIKVFPSPPVPQTTQGFIGWRSAVPGLNKCLELDDAIRSCKGAFARELCWPKQGVH. (7) The miRNA is hsa-miR-5010-3p with sequence UUUUGUGUCUCCCAUUCCCCAG. The protein sequence of the target gene is MGSPAAPEGALGYVREFTRHSSDVLGNLNELRLRGILTDVTLLVGGQPLRAHKAVLIACSGFFYSIFRGRAGVGVDVLSLPGGPEARGFAPLLDFMYTSRLRLSPATAPAVLAAATYLQMEHVVQACHRFIQASYEPLGISLRPLEAEPPTPPTAPPPGSPRRSEGHPDPPTESRSCSQGPPSPASPDPKACNWKKYKYIVLNSQASQAGSLVGERSSGQPCPQARLPSGDEASSSSSSSSSSSEEGPIPGPQSRLSPTAATVQFKCGAPASTPYLLTSQAQDTSGSPSERARPLPGSEF.... Result: 0 (no interaction).